This data is from Forward reaction prediction with 1.9M reactions from USPTO patents (1976-2016). The task is: Predict the product of the given reaction. (1) Given the reactants Br[C:2]1[C:10]2[C:5]([NH:6][CH:7]=[N:8][C:9]=2[Cl:11])=[N:4][CH:3]=1.[Li]CCCC.Br[CH2:18][CH2:19][O:20][Si:21]([C:24]([CH3:27])([CH3:26])[CH3:25])([CH3:23])[CH3:22].[NH4+].[Cl-], predict the reaction product. The product is: [O:20]([CH2:19][CH2:18][C:2]1[C:10]2[C:9]([Cl:11])=[N:8][CH:7]=[N:6][C:5]=2[NH:4][CH:3]=1)[Si:21]([C:24]([CH3:27])([CH3:26])[CH3:25])([CH3:23])[CH3:22]. (2) Given the reactants [NH2:1][C:2]1[CH:23]=[CH:22][C:5]([O:6][C:7]2[CH:8]=[CH:9][C:10]3[N:11]([CH:13]=[C:14]([NH:16][C:17]([CH:19]4[CH2:21][CH2:20]4)=[O:18])[N:15]=3)[CH:12]=2)=[C:4]([F:24])[CH:3]=1.[F:25][C:26]1[CH:31]=[CH:30][C:29]([N:32]2[CH:37]=[C:36]([CH3:38])[CH:35]=[C:34]([C:39](O)=[O:40])[C:33]2=[O:42])=[CH:28][CH:27]=1.C(N(CC)C(C)C)(C)C.CN(C(ON1N=NC2C=CC=NC1=2)=[N+](C)C)C.F[P-](F)(F)(F)(F)F.C(=O)([O-])O.[Na+], predict the reaction product. The product is: [CH:19]1([C:17]([NH:16][C:14]2[N:15]=[C:10]3[CH:9]=[CH:8][C:7]([O:6][C:5]4[CH:22]=[CH:23][C:2]([NH:1][C:39]([C:34]5[C:33](=[O:42])[N:32]([C:29]6[CH:28]=[CH:27][C:26]([F:25])=[CH:31][CH:30]=6)[CH:37]=[C:36]([CH3:38])[CH:35]=5)=[O:40])=[CH:3][C:4]=4[F:24])=[CH:12][N:11]3[CH:13]=2)=[O:18])[CH2:21][CH2:20]1. (3) Given the reactants B(Br)(Br)Br.C([O:7][C:8]1[CH:25]=[CH:24][C:11]2[S:12][C:13]([C:16]([N:18]3[CH2:23][CH2:22][O:21][CH2:20][CH2:19]3)=[O:17])=[C:14]([CH3:15])[C:10]=2[C:9]=1[C:26]#[N:27])C.C[OH:29], predict the reaction product. The product is: [OH:7][C:8]1[C:25]([OH:29])=[CH:24][C:11]2[S:12][C:13]([C:16]([N:18]3[CH2:19][CH2:20][O:21][CH2:22][CH2:23]3)=[O:17])=[C:14]([CH3:15])[C:10]=2[C:9]=1[C:26]#[N:27]. (4) Given the reactants [Cl:1][C:2]1[CH:7]=[CH:6][C:5]([S:8][C:9]2[C:17]3[C:12](=[N:13][CH:14]=[CH:15][CH:16]=3)[NH:11][C:10]=2[CH:18]2[CH2:23][CH2:22][NH:21][CH2:20][CH2:19]2)=[CH:4][CH:3]=1.C(=O)([O-])[O-].[Cs+].[Cs+].Br[CH2:31][C:32]([O:34][CH3:35])=[O:33], predict the reaction product. The product is: [Cl:1][C:2]1[CH:7]=[CH:6][C:5]([S:8][C:9]2[C:17]3[C:12](=[N:13][CH:14]=[CH:15][CH:16]=3)[NH:11][C:10]=2[CH:18]2[CH2:23][CH2:22][N:21]([CH2:31][C:32]([O:34][CH3:35])=[O:33])[CH2:20][CH2:19]2)=[CH:4][CH:3]=1. (5) Given the reactants Cl[S:2]([C:5]1[CH:6]=[C:7]([CH:11]=[CH:12][CH:13]=1)[C:8]([OH:10])=[O:9])(=[O:4])=[O:3].[C:14]([NH2:18])([CH3:17])([CH3:16])[CH3:15], predict the reaction product. The product is: [C:14]([NH:18][S:2]([C:5]1[CH:6]=[C:7]([CH:11]=[CH:12][CH:13]=1)[C:8]([OH:10])=[O:9])(=[O:4])=[O:3])([CH3:17])([CH3:16])[CH3:15]. (6) Given the reactants [N+:1]([C:4]1[CH:12]=[CH:11][C:7]([C:8](Cl)=[O:9])=[CH:6][CH:5]=1)([O-:3])=[O:2].[NH2:13][C:14]1[S:18][C:17]([NH:19][C:20]2[CH:25]=[CH:24][C:23]([O:26][CH3:27])=[CH:22][CH:21]=2)=[N:16][C:15]=1[C:28]([NH2:30])=[O:29], predict the reaction product. The product is: [CH3:27][O:26][C:23]1[CH:24]=[CH:25][C:20]([NH:19][C:17]2[S:18][C:14]([NH:13][C:8](=[O:9])[C:7]3[CH:11]=[CH:12][C:4]([N+:1]([O-:3])=[O:2])=[CH:5][CH:6]=3)=[C:15]([C:28]([NH2:30])=[O:29])[N:16]=2)=[CH:21][CH:22]=1.